Dataset: Forward reaction prediction with 1.9M reactions from USPTO patents (1976-2016). Task: Predict the product of the given reaction. (1) Given the reactants [CH:1]1([N:4]([CH2:18][C:19]2[O:20][CH:21]=[C:22]([C:24]([N:26]3[CH2:31][CH2:30][NH:29][CH2:28][CH2:27]3)=[O:25])[N:23]=2)[S:5]([C:8]2[C:13]([CH3:14])=[CH:12][C:11]([O:15][CH3:16])=[CH:10][C:9]=2[CH3:17])(=[O:7])=[O:6])[CH2:3][CH2:2]1.[CH3:32][C:33]1[NH:34][CH:35]=[C:36]([CH:38]=O)[N:37]=1.CC(O)=O, predict the reaction product. The product is: [CH:1]1([N:4]([CH2:18][C:19]2[O:20][CH:21]=[C:22]([C:24]([N:26]3[CH2:31][CH2:30][N:29]([CH2:38][C:36]4[N:37]=[C:33]([CH3:32])[NH:34][CH:35]=4)[CH2:28][CH2:27]3)=[O:25])[N:23]=2)[S:5]([C:8]2[C:9]([CH3:17])=[CH:10][C:11]([O:15][CH3:16])=[CH:12][C:13]=2[CH3:14])(=[O:6])=[O:7])[CH2:2][CH2:3]1. (2) Given the reactants FC(F)(F)C(O)=O.C(OC(=O)[NH:14][C@@H:15]([CH2:31][N:32]1[CH2:37][C:36](=[O:38])[N:35]([C:39]2[C:44]([F:45])=[CH:43][CH:42]=[CH:41][C:40]=2[F:46])[CH2:34][C:33]1([CH3:48])[CH3:47])[C@@H:16]([OH:30])[CH2:17][C@H:18]([C:20](=[O:29])[NH:21][CH2:22][C:23]([C:26](=O)N)([CH3:25])[CH3:24])[CH3:19])(C)(C)C.[C:50]([OH:57])(=[O:56])/[CH:51]=[CH:52]/[C:53]([OH:55])=[O:54].[CH3:58][C:59]([CH3:90])([CH3:89])[CH2:60][NH:61][C:62](=[O:88])[C@H:63]([CH3:87])[CH2:64][C@H:65]([OH:86])[C@@H:66]([NH2:85])[CH2:67][N:68]1[CH2:73][C:72](=[O:74])[N:71]([C:75]2[C:80]([F:81])=[CH:79][CH:78]=[CH:77][C:76]=2[F:82])[CH2:70][C:69]1([CH3:84])[CH3:83], predict the reaction product. The product is: [C:50]([OH:57])(=[O:56])/[CH:51]=[CH:52]/[C:53]([OH:55])=[O:54].[CH3:25][C:23]([CH3:24])([CH3:26])[CH2:22][NH:21][C:20](=[O:29])[C@H:18]([CH3:19])[CH2:17][C@H:16]([OH:30])[C@@H:15]([NH2:14])[CH2:31][N:32]1[CH2:37][C:36](=[O:38])[N:35]([C:39]2[C:44]([F:45])=[CH:43][CH:42]=[CH:41][C:40]=2[F:46])[CH2:34][C:33]1([CH3:47])[CH3:48].[NH2:85][C@@H:66]([CH2:67][N:68]1[CH2:73][C:72](=[O:74])[N:71]([C:75]2[C:76]([F:82])=[CH:77][CH:78]=[CH:79][C:80]=2[F:81])[CH2:70][C:69]1([CH3:83])[CH3:84])[C@@H:65]([OH:86])[CH2:64][C@@H:63]([CH3:87])[C:62]([NH:61][CH2:60][C:59]([CH3:89])([CH3:58])[CH3:90])=[O:88]. (3) Given the reactants [Br:1][C:2]1[CH:7]=[CH:6][C:5]([C:8]2[N:12]=[C:11]([C:13]([OH:15])=O)[O:10][N:9]=2)=[C:4]([F:16])[CH:3]=1.[C:17]([O:21][C:22]([N:24]1[CH2:29][CH2:28][CH:27]([NH:30][CH:31]2[CH2:33][CH2:32]2)[CH2:26][CH2:25]1)=[O:23])([CH3:20])([CH3:19])[CH3:18], predict the reaction product. The product is: [C:17]([O:21][C:22]([N:24]1[CH2:29][CH2:28][CH:27]([N:30]([C:13]([C:11]2[O:10][N:9]=[C:8]([C:5]3[CH:6]=[CH:7][C:2]([Br:1])=[CH:3][C:4]=3[F:16])[N:12]=2)=[O:15])[CH:31]2[CH2:32][CH2:33]2)[CH2:26][CH2:25]1)=[O:23])([CH3:20])([CH3:18])[CH3:19].